Dataset: Reaction yield outcomes from USPTO patents with 853,638 reactions. Task: Predict the reaction yield, written as a fraction of the theoretical maximum amount of product (1.0 means a 100% yield; for example, 0.34 means a 34% yield). (1) The reactants are [CH3:1][N:2]1[CH2:7][CH2:6][NH:5][CH2:4][CH2:3]1.[CH2:8]([NH:12][C:13]1[N:18]=[C:17]([NH:19][C@H:20]2[CH2:25][CH2:24][C@H:23]([OH:26])[CH2:22][CH2:21]2)[C:16]([C:27]2[O:31][C:30]([CH:32]=O)=[CH:29][CH:28]=2)=[CH:15][N:14]=1)[CH2:9][CH2:10][CH3:11].C(O)(=O)C.C(O[BH-](OC(=O)C)OC(=O)C)(=O)C.[Na+]. The catalyst is C(Cl)Cl. The product is [CH2:8]([NH:12][C:13]1[N:18]=[C:17]([NH:19][C@H:20]2[CH2:21][CH2:22][C@H:23]([OH:26])[CH2:24][CH2:25]2)[C:16]([C:27]2[O:31][C:30]([CH2:32][N:5]3[CH2:6][CH2:7][N:2]([CH3:1])[CH2:3][CH2:4]3)=[CH:29][CH:28]=2)=[CH:15][N:14]=1)[CH2:9][CH2:10][CH3:11]. The yield is 0.820. (2) The product is [C:4]([O:6][CH:7]([CH3:9])[CH3:8])(=[O:5])/[CH:3]=[CH:2]/[C:1]([O:11][CH:12]([CH3:14])[CH3:13])=[O:10].[C:15]([O:25][CH:26]([CH3:28])[CH3:27])(=[O:24])[CH:16]=[CH:17][C:18]1[CH:19]=[CH:20][CH:21]=[CH:22][CH:23]=1. The reactants are [C:1]([O:11][CH:12]([CH3:14])[CH3:13])(=[O:10])/[CH:2]=[CH:3]/[C:4]([O:6][CH:7]([CH3:9])[CH3:8])=[O:5].[C:15]([O:25][CH:26]([CH3:28])[CH3:27])(=[O:24])[CH:16]=[CH:17][C:18]1[CH:23]=[CH:22][CH:21]=[CH:20][CH:19]=1.C(OCC1CCC(COC=C)CC1)=C.C(OOOC(C)(C)C)(=O)C(C)(C)C. The yield is 0.580. The catalyst is O1CCCC1.CO. (3) The reactants are [F:1][C:2]1[CH:10]=[C:9]([F:11])[CH:8]=[CH:7][C:3]=1[C:4]([OH:6])=[O:5].Cl.[CH2:13](O)[CH3:14]. No catalyst specified. The product is [F:1][C:2]1[CH:10]=[C:9]([F:11])[CH:8]=[CH:7][C:3]=1[C:4]([O:6][CH2:13][CH3:14])=[O:5]. The yield is 1.00. (4) The reactants are C([O:5][NH:6][C:7](=[O:31])[CH:8]([NH:16][S:17]([C:20]1[CH:25]=[CH:24][C:23]([O:26][CH2:27][C:28]#[C:29][CH3:30])=[CH:22][CH:21]=1)(=[O:19])=[O:18])[C:9]1[CH:14]=[CH:13][C:12]([OH:15])=[CH:11][CH:10]=1)(C)(C)C. The catalyst is C(O)(C(F)(F)F)=O. The product is [CH2:27]([O:26][C:23]1[CH:22]=[CH:21][C:20]([S:17]([NH:16][CH:8]([C:9]2[CH:14]=[CH:13][C:12]([OH:15])=[CH:11][CH:10]=2)[C:7]([NH:6][OH:5])=[O:31])(=[O:19])=[O:18])=[CH:25][CH:24]=1)[C:28]#[C:29][CH3:30]. The yield is 0.0900.